Dataset: Full USPTO retrosynthesis dataset with 1.9M reactions from patents (1976-2016). Task: Predict the reactants needed to synthesize the given product. (1) Given the product [N+:8]([C:3]1[CH:4]=[CH:5][CH:6]=[CH:7][C:2]=1[N:30]1[CH2:31][CH2:32][N:27]([CH2:20][C:21]2[CH:22]=[CH:23][CH:24]=[CH:25][CH:26]=2)[CH2:28][CH2:29]1)([O-:10])=[O:9], predict the reactants needed to synthesize it. The reactants are: F[C:2]1[CH:7]=[CH:6][CH:5]=[CH:4][C:3]=1[N+:8]([O-:10])=[O:9].CCN(C(C)C)C(C)C.[CH2:20]([N:27]1[CH2:32][CH2:31][NH:30][CH2:29][CH2:28]1)[C:21]1[CH:26]=[CH:25][CH:24]=[CH:23][CH:22]=1.CN(C=O)C. (2) Given the product [C:1]([C@@H:3]([NH:8][C:9]([C@@H:11]1[CH2:16][CH2:15][CH2:14][CH2:13][C@@H:12]1[NH:17][C:18]([C:20]1[CH:21]=[C:22]2[C:26](=[CH:27][CH:28]=1)[NH:25][N:24]=[C:23]2[CH2:29][CH2:30][CH2:31][N:32]([CH3:33])[CH3:34])=[O:19])=[O:10])[CH2:4][CH:5]([CH3:7])[CH3:6])#[N:2], predict the reactants needed to synthesize it. The reactants are: [C:1]([C@@H:3]([NH:8][C:9]([C@@H:11]1[CH2:16][CH2:15][CH2:14][CH2:13][C@@H:12]1[NH:17][C:18]([C:20]1[CH:21]=[C:22]2[C:26](=[CH:27][CH:28]=1)[NH:25][N:24]=[C:23]2[C:29]#[C:30][CH2:31][N:32]([CH3:34])[CH3:33])=[O:19])=[O:10])[CH2:4][CH:5]([CH3:7])[CH3:6])#[N:2]. (3) Given the product [F:8][C:5]1[CH:6]=[CH:7][C:2]2[NH:1][CH2:12][CH2:11][O:9][C:3]=2[CH:4]=1, predict the reactants needed to synthesize it. The reactants are: [NH2:1][C:2]1[CH:7]=[CH:6][C:5]([F:8])=[CH:4][C:3]=1[OH:9].Br[CH2:11][CH2:12]Br.C(=O)([O-])[O-].[K+].[K+].